Predict which catalyst facilitates the given reaction. From a dataset of Catalyst prediction with 721,799 reactions and 888 catalyst types from USPTO. (1) The catalyst class is: 2. Product: [F:1][C:2]1[CH:7]=[CH:6][C:5]([F:8])=[CH:4][C:3]=1[C@H:9]1[CH2:13][C@H:12]([F:14])[CH2:11][NH:10]1. Reactant: [F:1][C:2]1[CH:7]=[CH:6][C:5]([F:8])=[CH:4][C:3]=1[C@H:9]1[CH2:13][C@H:12]([F:14])[CH2:11][N:10]1C(OC(C)(C)C)=O.C(O)(C(F)(F)F)=O. (2) Reactant: [NH:1]1[CH2:5][CH2:4][CH2:3][CH:2]1[C:6]([OH:8])=[O:7].O.[Na].[CH2:11]([O:18][C:19](Cl)=[O:20])[C:12]1[CH:17]=[CH:16][CH:15]=[CH:14][CH:13]=1.Cl. Product: [CH2:11]([O:18][C:19]([N:1]1[CH2:5][CH2:4][CH2:3][CH:2]1[C:6]([OH:8])=[O:7])=[O:20])[C:12]1[CH:17]=[CH:16][CH:15]=[CH:14][CH:13]=1. The catalyst class is: 6. (3) Reactant: Cl.[NH2:2][CH2:3][C:4]1[C:9]([Cl:10])=[N:8][CH:7]=[CH:6][N:5]=1.[OH:11][C@@H:12]1[CH2:17][CH2:16][C@H:15]([C:18](O)=[O:19])[CH2:14][CH2:13]1.Cl.CN(C)CCCN=C=NCC.C(N(CC)C(C)C)(C)C. Product: [Cl:10][C:9]1[C:4]([CH2:3][NH:2][C:18]([C@H:15]2[CH2:16][CH2:17][C@@H:12]([OH:11])[CH2:13][CH2:14]2)=[O:19])=[N:5][CH:6]=[CH:7][N:8]=1. The catalyst class is: 119. (4) Reactant: [NH2:1][C:2]1[N:7]=[CH:6][C:5]([C:8]2[C:9]3[CH:31]=[C:30]([Cl:32])[CH:29]=[CH:28][C:10]=3[N:11]([CH3:27])[C:12](=[O:26])[CH:13]([CH2:15][C:16]3[CH:25]=[CH:24][C:23]4[C:18](=[CH:19][CH:20]=[CH:21][CH:22]=4)[CH:17]=3)[N:14]=2)=[CH:4][CH:3]=1.C(N(CC)CC)C.[C:40]([O:43][CH2:44][C:45](Cl)=[O:46])(=[O:42])[CH3:41]. Product: [C:40]([O:43][CH2:44][C:45]([NH:1][C:2]1[CH:3]=[CH:4][C:5]([C:8]2[C:9]3[CH:31]=[C:30]([Cl:32])[CH:29]=[CH:28][C:10]=3[N:11]([CH3:27])[C:12](=[O:26])[CH:13]([CH2:15][C:16]3[CH:25]=[CH:24][C:23]4[C:18](=[CH:19][CH:20]=[CH:21][CH:22]=4)[CH:17]=3)[N:14]=2)=[CH:6][N:7]=1)=[O:46])(=[O:42])[CH3:41]. The catalyst class is: 4. (5) Reactant: [Br:1]Br.[F:3][C:4]1[CH:9]=[CH:8][CH:7]=[C:6]([F:10])[C:5]=1[OH:11]. Product: [Br:1][C:8]1[CH:9]=[C:4]([F:3])[C:5]([OH:11])=[C:6]([F:10])[CH:7]=1. The catalyst class is: 15. (6) Reactant: [C:1]([O:5][C:6]([NH:8][CH2:9][C:10]1[C:11]([CH2:32][CH:33]([CH3:35])[CH3:34])=[N:12][C:13]2[C:18]([C:19]=1[C:20]1[CH:25]=[CH:24][C:23]([CH3:26])=[CH:22][CH:21]=1)=[CH:17][C:16]([O:27][CH2:28][C:29](O)=[O:30])=[CH:15][CH:14]=2)=[O:7])([CH3:4])([CH3:3])[CH3:2].C1C(=O)N(OC(ON2C(=O)CCC2=O)=O)C(=O)C1.[CH3:54][S:55]([NH2:58])(=[O:57])=[O:56].C1CCN2C(=NCCC2)CC1. Product: [CH2:32]([C:11]1[C:10]([CH2:9][NH:8][C:6](=[O:7])[O:5][C:1]([CH3:4])([CH3:3])[CH3:2])=[C:19]([C:20]2[CH:25]=[CH:24][C:23]([CH3:26])=[CH:22][CH:21]=2)[C:18]2[C:13](=[CH:14][CH:15]=[C:16]([O:27][CH2:28][C:29]([NH:58][S:55]([CH3:54])(=[O:57])=[O:56])=[O:30])[CH:17]=2)[N:12]=1)[CH:33]([CH3:35])[CH3:34]. The catalyst class is: 35.